This data is from Forward reaction prediction with 1.9M reactions from USPTO patents (1976-2016). The task is: Predict the product of the given reaction. (1) The product is: [Cl:30][C:31]1[CH:36]=[CH:35][C:34]([C:2]2[C:11]3[C:6](=[CH:7][C:8]([S:12]([N:15]([CH2:21][C:22]4[CH:27]=[CH:26][C:25]([O:28][CH3:29])=[CH:24][CH:23]=4)[C:16]4[S:17][CH:18]=[CH:19][N:20]=4)(=[O:14])=[O:13])=[CH:9][CH:10]=3)[CH:5]=[CH:4][N:3]=2)=[C:33]([OH:40])[CH:32]=1. Given the reactants Cl[C:2]1[C:11]2[C:6](=[CH:7][C:8]([S:12]([N:15]([CH2:21][C:22]3[CH:27]=[CH:26][C:25]([O:28][CH3:29])=[CH:24][CH:23]=3)[C:16]3[S:17][CH:18]=[CH:19][N:20]=3)(=[O:14])=[O:13])=[CH:9][CH:10]=2)[CH:5]=[CH:4][N:3]=1.[Cl:30][C:31]1[CH:36]=[CH:35][C:34](B(O)O)=[C:33]([OH:40])[CH:32]=1.C(=O)([O-])[O-].[K+].[K+].O1CCOCC1, predict the reaction product. (2) The product is: [CH2:1]([NH:4][C:13](=[O:14])[O:15][CH2:16][C:17]1[CH:22]=[CH:21][CH:20]=[CH:19][CH:18]=1)[C:2]#[CH:3]. Given the reactants [CH2:1]([NH2:4])[C:2]#[CH:3].C(N(CC)CC)C.Cl[C:13]([O:15][CH2:16][C:17]1[CH:22]=[CH:21][CH:20]=[CH:19][CH:18]=1)=[O:14], predict the reaction product. (3) Given the reactants [Cl:1][C:2]1[C:3]([F:19])=[C:4]([CH:16]=[CH:17][CH:18]=1)/[CH:5]=[C:6]1\[C:7](=[O:15])[NH:8][C:9]2[CH:14]=[CH:13][N:12]=[CH:11][C:10]\1=2.C(N(CC)CC)C.[CH3:27][C:28]([CH3:41])([CH3:40])[CH2:29]/[CH:30]=[N:31]/[CH2:32][C:33]([O:35][C:36]([CH3:39])([CH3:38])[CH3:37])=[O:34].N1CCCN2CCCCCC=12, predict the reaction product. The product is: [Cl:1][C:2]1[C:3]([F:19])=[C:4]([CH:5]2[C:6]3([C:10]4[CH:11]=[N:12][CH:13]=[CH:14][C:9]=4[NH:8][C:7]3=[O:15])[CH:30]([CH2:29][C:28]([CH3:27])([CH3:40])[CH3:41])[NH:31][CH:32]2[C:33]([O:35][C:36]([CH3:39])([CH3:38])[CH3:37])=[O:34])[CH:16]=[CH:17][CH:18]=1. (4) Given the reactants [CH3:1][C:2]1([CH3:9])[CH2:7][CH2:6][CH2:5][C:4](=O)[CH2:3]1.Cl.[CH3:11][O:12][C:13]1[CH:14]=[C:15]([NH:19]N)[CH:16]=[CH:17][CH:18]=1.COC1C=CC=C2C=1C1CCC(C)(C)CC=1N2, predict the reaction product. The product is: [CH3:11][O:12][C:13]1[CH:14]=[C:15]2[C:16]([C:5]3[CH2:6][CH2:7][C:2]([CH3:9])([CH3:1])[CH2:3][C:4]=3[NH:19]2)=[CH:17][CH:18]=1. (5) Given the reactants Br[C:2]1[CH:7]=[CH:6][C:5]([C:8]2[CH:23]=[C:11]3[N:12]=[C:13]([Cl:22])[CH:14]=[C:15]([N:16]4[CH2:21][CH2:20][O:19][CH2:18][CH2:17]4)[N:10]3[N:9]=2)=[CH:4][CH:3]=1.CC(C)([O-])C.[Na+].C(P(C(C)(C)C)C(C)(C)C)(C)(C)C.[NH:43]1[CH2:48][CH2:47][S:46][CH2:45][CH2:44]1, predict the reaction product. The product is: [Cl:22][C:13]1[CH:14]=[C:15]([N:16]2[CH2:21][CH2:20][O:19][CH2:18][CH2:17]2)[N:10]2[N:9]=[C:8]([C:5]3[CH:6]=[CH:7][C:2]([N:43]4[CH2:48][CH2:47][S:46][CH2:45][CH2:44]4)=[CH:3][CH:4]=3)[CH:23]=[C:11]2[N:12]=1. (6) Given the reactants [NH2:1][C:2]1[C:9]([F:10])=[CH:8][C:5]([C:6]#[N:7])=[C:4]([C:11]2[C:12](=[O:24])[N:13]([CH2:22][CH3:23])[C:14]3[C:19]([CH:20]=2)=[CH:18][N:17]=[C:16](Cl)[CH:15]=3)[CH:3]=1.[CH3:25][NH2:26], predict the reaction product. The product is: [NH2:1][C:2]1[C:9]([F:10])=[CH:8][C:5]([C:6]#[N:7])=[C:4]([C:11]2[C:12](=[O:24])[N:13]([CH2:22][CH3:23])[C:14]3[C:19]([CH:20]=2)=[CH:18][N:17]=[C:16]([NH:26][CH3:25])[CH:15]=3)[CH:3]=1. (7) Given the reactants [Cl:1]C1C=CC([C@H]2[C@@H](C3C=CC(Cl)=CC=3)N(C(N3CCN(S(CC)(=O)=O)CC3)=O)C(C3C=CC(C(C)(C)C#N)=CC=3OCC)=N2)=CC=1.[N:47]1([C:53](=[O:61])[CH2:54]N2CCNCC2)[CH2:52][CH2:51][O:50][CH2:49][CH2:48]1, predict the reaction product. The product is: [ClH:1].[N:47]1([C:53](=[O:61])[CH3:54])[CH2:52][CH2:51][O:50][CH2:49][CH2:48]1. (8) Given the reactants Br.Br[CH2:3][C:4]1[N:5]=[C:6]2[C:11](=[N:12][CH:13]=1)[N:10]=[C:9]([NH2:14])[N:8]=[C:7]2[NH2:15].Cl.[CH3:17][O:18][C:19]1[CH:20]=[C:21]([CH2:27][CH2:28][NH2:29])[CH:22]=[CH:23][C:24]=1[O:25][CH3:26].C(=O)(O)[O-], predict the reaction product. The product is: [CH3:17][O:18][C:19]1[CH:20]=[C:21]([CH2:27][CH2:28][NH:29][CH2:3][C:4]2[N:5]=[C:6]3[C:11](=[N:12][CH:13]=2)[N:10]=[C:9]([NH2:14])[N:8]=[C:7]3[NH2:15])[CH:22]=[CH:23][C:24]=1[O:25][CH3:26].